Dataset: CYP1A2 inhibition data for predicting drug metabolism from PubChem BioAssay. Task: Regression/Classification. Given a drug SMILES string, predict its absorption, distribution, metabolism, or excretion properties. Task type varies by dataset: regression for continuous measurements (e.g., permeability, clearance, half-life) or binary classification for categorical outcomes (e.g., BBB penetration, CYP inhibition). Dataset: cyp1a2_veith. (1) The drug is CCc1ccccc1NC(=O)NC1CC2CCC(C1)N2Cc1cccs1. The result is 0 (non-inhibitor). (2) The compound is CCOC(=O)CN(C(=O)CCC(=O)Nc1cc(C)on1)C(C(=O)NC1CCCC1)c1cccnc1. The result is 0 (non-inhibitor). (3) The drug is CC[C@H](CN(C)C)C(=O)c1ccco1. The result is 0 (non-inhibitor). (4) The molecule is Cc1cc(O)c(C(C)C)cc1N=Cc1ccccc1O. The result is 1 (inhibitor). (5) The molecule is Cc1nc2cnc(OCc3ccccc3)nc2n(C)c1=O. The result is 1 (inhibitor). (6) The drug is O=C1[C@@H]2CC[C@@H]3/C(=N\OCc4ccccc4)C[C@@H](O)[C@@H](O)[C@@H]3[C@H]2C(=O)N1c1ccc(F)cc1F. The result is 0 (non-inhibitor). (7) The compound is CCOC(=O)c1c(C)[nH]c(C)c1C(=O)COC(=O)c1cccc(S(=O)(=O)N(CC)CC)c1. The result is 1 (inhibitor).